From a dataset of Reaction yield outcomes from USPTO patents with 853,638 reactions. Predict the reaction yield, written as a fraction of the theoretical maximum amount of product (1.0 means a 100% yield; for example, 0.34 means a 34% yield). (1) The reactants are [C:1]([OH:11])(=O)[CH:2]=[CH:3][C:4]1[CH:9]=[CH:8][CH:7]=[CH:6][CH:5]=1.Cl.[CH3:13][C:14]1[C:18]([CH2:19][N:20]2[CH:24]=[C:23]([NH2:25])[CH:22]=[N:21]2)=[C:17]([CH3:26])[O:16][N:15]=1. No catalyst specified. The product is [CH3:13][C:14]1[C:18]([CH2:19][N:20]2[CH:24]=[C:23]([NH:25][C:1](=[O:11])[CH:2]=[CH:3][C:4]3[CH:5]=[CH:6][CH:7]=[CH:8][CH:9]=3)[CH:22]=[N:21]2)=[C:17]([CH3:26])[O:16][N:15]=1. The yield is 0.0400. (2) The reactants are C[Si]([N-][Si](C)(C)C)(C)C.[Li+].[C:11]([C@@H:15]1[N:19]([C:20]2[CH:25]=[C:24]([Cl:26])[CH:23]=[C:22]([Cl:27])[CH:21]=2)[C:18](=[O:28])[C@@H:17]([CH3:29])[N:16]1[C:30](=[O:35])[C:31]([F:34])([F:33])[F:32])([CH3:14])([CH3:13])[CH3:12].[F:36][C:37]([F:48])([F:47])[O:38][C:39]1[CH:46]=[CH:45][C:42]([CH2:43]Br)=[CH:41][CH:40]=1. The catalyst is C1COCC1. The product is [C:11]([C@@H:15]1[N:19]([C:20]2[CH:21]=[C:22]([Cl:27])[CH:23]=[C:24]([Cl:26])[CH:25]=2)[C:18](=[O:28])[C@@:17]([CH3:29])([CH2:43][C:42]2[CH:45]=[CH:46][C:39]([O:38][C:37]([F:48])([F:47])[F:36])=[CH:40][CH:41]=2)[N:16]1[C:30](=[O:35])[C:31]([F:33])([F:34])[F:32])([CH3:12])([CH3:13])[CH3:14]. The yield is 0.870.